This data is from Forward reaction prediction with 1.9M reactions from USPTO patents (1976-2016). The task is: Predict the product of the given reaction. (1) Given the reactants [NH2:1][CH2:2][CH2:3][C:4]1[C:12]2[C:7](=[CH:8][CH:9]=[CH:10][CH:11]=2)[NH:6][CH:5]=1.C(N(CC)CC)C.[C:20](Cl)([C:33]1[CH:38]=[CH:37][CH:36]=[CH:35][CH:34]=1)([C:27]1[CH:32]=[CH:31][CH:30]=[CH:29][CH:28]=1)[C:21]1[CH:26]=[CH:25][CH:24]=[CH:23][CH:22]=1, predict the reaction product. The product is: [C:20]([NH:1][CH2:2][CH2:3][C:4]1[C:12]2[C:7](=[CH:8][CH:9]=[CH:10][CH:11]=2)[NH:6][CH:5]=1)([C:21]1[CH:26]=[CH:25][CH:24]=[CH:23][CH:22]=1)([C:33]1[CH:34]=[CH:35][CH:36]=[CH:37][CH:38]=1)[C:27]1[CH:28]=[CH:29][CH:30]=[CH:31][CH:32]=1. (2) The product is: [CH2:1]([N:8]([CH2:9][CH2:10][N:11]1[CH2:12][CH:13]2[O:19][CH:17]([CH2:16][N:15]([CH2:20][C:21]3[CH:22]=[CH:23][C:24]([C:25]#[N:26])=[CH:27][CH:28]=3)[CH2:14]2)[CH2:18]1)[S:32]([CH:29]([CH3:31])[CH3:30])(=[O:34])=[O:33])[C:2]1[CH:3]=[CH:4][CH:5]=[CH:6][CH:7]=1. Given the reactants [CH2:1]([NH:8][CH2:9][CH2:10][N:11]1[CH2:18][CH:17]2[O:19][CH:13]([CH2:14][N:15]([CH2:20][C:21]3[CH:28]=[CH:27][C:24]([C:25]#[N:26])=[CH:23][CH:22]=3)[CH2:16]2)[CH2:12]1)[C:2]1[CH:7]=[CH:6][CH:5]=[CH:4][CH:3]=1.[CH:29]([S:32](Cl)(=[O:34])=[O:33])([CH3:31])[CH3:30], predict the reaction product. (3) Given the reactants [NH2:1][C:2]1[C:7]([O:8][C:9]2[CH:14]=[C:13]([I:15])[C:12]([O:16][CH3:17])=[CH:11][C:10]=2[CH:18]([CH3:20])[CH3:19])=[CH:6][N:5]=[C:4]([NH:21][C:22](=[O:25])[CH2:23]Cl)[N:3]=1.[CH:26]1([NH2:29])[CH2:28][CH2:27]1.[I-].[K+].[CH3:32][C:33](C)=O, predict the reaction product. The product is: [NH2:1][C:2]1[C:7]([O:8][C:9]2[CH:14]=[C:13]([I:15])[C:12]([O:16][CH3:17])=[CH:11][C:10]=2[CH:18]([CH3:20])[CH3:19])=[CH:6][N:5]=[C:4]([NH:21][C:22](=[O:25])[CH2:23][NH:29][CH:26]2[CH2:33][CH2:32][CH2:27][CH2:28]2)[N:3]=1. (4) Given the reactants C(=O)([O-])O.[Na+].[CH3:6][O:7][C:8]1[C:9](=[O:45])[C:10]([CH3:44])=[C:11]([CH2:17][C:18]2[CH:39]=[CH:38][C:21]([C:22]([NH:24][C:25]3[CH:30]=[CH:29][C:28]([S:31]([C:34]([F:37])([F:36])[F:35])(=[O:33])=[O:32])=[CH:27][CH:26]=3)=[O:23])=[C:20]([O:40]C(=O)C)[CH:19]=2)[C:12](=[O:16])[C:13]=1[O:14][CH3:15], predict the reaction product. The product is: [CH3:6][O:7][C:8]1[C:9](=[O:45])[C:10]([CH3:44])=[C:11]([CH2:17][C:18]2[CH:39]=[CH:38][C:21]([C:22]([NH:24][C:25]3[CH:26]=[CH:27][C:28]([S:31]([C:34]([F:35])([F:36])[F:37])(=[O:32])=[O:33])=[CH:29][CH:30]=3)=[O:23])=[C:20]([OH:40])[CH:19]=2)[C:12](=[O:16])[C:13]=1[O:14][CH3:15]. (5) Given the reactants [OH:1][C:2]1([C:12]2[CH:19]=[CH:18][C:15]([C:16]#[N:17])=[CH:14][N:13]=2)[CH2:11][CH2:10][C:5]2(OCC[O:6]2)[CH2:4][CH2:3]1.OC1(C2C=CC(C#N)=CC=2)CCC(=O)CC1, predict the reaction product. The product is: [OH:1][C:2]1([C:12]2[CH:19]=[CH:18][C:15]([C:16]#[N:17])=[CH:14][N:13]=2)[CH2:11][CH2:10][C:5](=[O:6])[CH2:4][CH2:3]1.